Dataset: Peptide-MHC class I binding affinity with 185,985 pairs from IEDB/IMGT. Task: Regression. Given a peptide amino acid sequence and an MHC pseudo amino acid sequence, predict their binding affinity value. This is MHC class I binding data. The binding affinity (normalized) is 0.240. The peptide sequence is RRWIAPHPL. The MHC is HLA-A30:01 with pseudo-sequence HLA-A30:01.